From a dataset of Catalyst prediction with 721,799 reactions and 888 catalyst types from USPTO. Predict which catalyst facilitates the given reaction. (1) Reactant: [CH:1]([O:4][C:5]1[CH:10]=[CH:9][C:8]([CH2:11][CH2:12][CH2:13][OH:14])=[C:7]([O:15][C:16]2[CH:21]=[CH:20][C:19]([C:22]([F:25])([F:24])[F:23])=[CH:18][N:17]=2)[CH:6]=1)([CH3:3])[CH3:2].O[C:27]1[CH:31]=[C:30]([CH2:32][CH2:33][C:34]([O:36]CC)=[O:35])[N:29]([C:39]2[CH:44]=[CH:43][CH:42]=[CH:41][CH:40]=2)[N:28]=1.C(P(CCCC)CCCC)CCC.N(C(N1CCCCC1)=O)=NC(N1CCCCC1)=O.O1CCCC1CO.[OH-].[Na+].Cl. Product: [CH:1]([O:4][C:5]1[CH:10]=[CH:9][C:8]([CH2:11][CH2:12][CH2:13][O:14][C:27]2[CH:31]=[C:30]([CH2:32][CH2:33][C:34]([OH:36])=[O:35])[N:29]([C:39]3[CH:44]=[CH:43][CH:42]=[CH:41][CH:40]=3)[N:28]=2)=[C:7]([O:15][C:16]2[CH:21]=[CH:20][C:19]([C:22]([F:25])([F:23])[F:24])=[CH:18][N:17]=2)[CH:6]=1)([CH3:3])[CH3:2]. The catalyst class is: 7. (2) Reactant: [CH2:1]([O:8][C@H:9]1[C@H:14]([O:15][CH2:16][C:17]2[CH:22]=[CH:21][CH:20]=[CH:19][CH:18]=2)[C@@H:13]([O:23][CH2:24][C:25]2[CH:30]=[CH:29][CH:28]=[CH:27][CH:26]=2)[C@H:12]([O:31][CH2:32][C:33]2[CH:38]=[CH:37][CH:36]=[CH:35][CH:34]=2)[C@@H:11]([CH2:39][O:40]C(C2C=CC=CC=2)(C2C=CC=CC=2)C2C=CC=CC=2)[O:10]1)[C:2]1[CH:7]=[CH:6][CH:5]=[CH:4][CH:3]=1.O.C(Cl)Cl.FC(F)(F)C(O)=O. Product: [CH2:32]([O:31][C@H:12]1[C@H:13]([O:23][CH2:24][C:25]2[CH:30]=[CH:29][CH:28]=[CH:27][CH:26]=2)[C@@H:14]([O:15][CH2:16][C:17]2[CH:18]=[CH:19][CH:20]=[CH:21][CH:22]=2)[C@H:9]([O:8][CH2:1][C:2]2[CH:3]=[CH:4][CH:5]=[CH:6][CH:7]=2)[O:10][C@@H:11]1[CH2:39][OH:40])[C:33]1[CH:38]=[CH:37][CH:36]=[CH:35][CH:34]=1. The catalyst class is: 15.